This data is from Reaction yield outcomes from USPTO patents with 853,638 reactions. The task is: Predict the reaction yield, written as a fraction of the theoretical maximum amount of product (1.0 means a 100% yield; for example, 0.34 means a 34% yield). The reactants are [Br:1][C:2]1[CH:3]=[C:4]2[C:8](=[CH:9][CH:10]=1)[NH:7][C:6](=[O:11])[CH2:5]2.[CH2:12]([N:14]([CH2:33][CH3:34])[CH2:15][CH2:16][NH:17][C:18]([C:20]1[C:24]([CH:25]([CH3:27])[CH3:26])=[C:23]([CH:28]=O)[NH:22][C:21]=1[CH:30]([CH3:32])[CH3:31])=[O:19])[CH3:13]. No catalyst specified. The product is [CH2:33]([N:14]([CH2:12][CH3:13])[CH2:15][CH2:16][NH:17][C:18]([C:20]1[C:24]([CH:25]([CH3:26])[CH3:27])=[C:23]([CH:28]=[C:5]2[C:4]3[C:8](=[CH:9][CH:10]=[C:2]([Br:1])[CH:3]=3)[NH:7][C:6]2=[O:11])[NH:22][C:21]=1[CH:30]([CH3:32])[CH3:31])=[O:19])[CH3:34]. The yield is 0.620.